This data is from Forward reaction prediction with 1.9M reactions from USPTO patents (1976-2016). The task is: Predict the product of the given reaction. (1) Given the reactants C1CCCCC1.[Li]CCCC.[N+:12]([CH3:14])#[C-:13].C[O:16][S:17]([C:19]1[CH:24]=[CH:23][CH:22]=[CH:21][N:20]=1)=O.[NH4+].[Cl-], predict the reaction product. The product is: [N+:12]([CH2:14][S:17]([C:19]1[CH:24]=[CH:23][CH:22]=[CH:21][N:20]=1)=[O:16])#[C-:13]. (2) Given the reactants C(N(CC)CC)C.[CH3:8][S:9](Cl)(=[O:11])=[O:10].[OH:13][CH2:14][CH:15]1[CH:19]([CH3:20])[N:18]([CH2:21][C:22]2[CH:27]=[CH:26][C:25]([O:28][CH3:29])=[CH:24][CH:23]=2)[C:17](=[O:30])[CH2:16]1.O, predict the reaction product. The product is: [CH3:8][S:9]([O:13][CH2:14][C@H:15]1[CH2:16][C:17](=[O:30])[N:18]([CH2:21][C:22]2[CH:23]=[CH:24][C:25]([O:28][CH3:29])=[CH:26][CH:27]=2)[C@@H:19]1[CH3:20])(=[O:11])=[O:10].